From a dataset of Reaction yield outcomes from USPTO patents with 853,638 reactions. Predict the reaction yield, written as a fraction of the theoretical maximum amount of product (1.0 means a 100% yield; for example, 0.34 means a 34% yield). (1) The reactants are [Br:1][C:2](Br)=[CH:3][C:4]1[CH:9]=[CH:8][C:7]([O:10][CH3:11])=[C:6]([F:12])[CH:5]=1.CC(C)([O-])C.[K+].C1(C)C=CC=CC=1. The catalyst is O. The product is [Br:1][C:2]#[C:3][C:4]1[CH:9]=[CH:8][C:7]([O:10][CH3:11])=[C:6]([F:12])[CH:5]=1. The yield is 0.810. (2) The reactants are [F:1][C:2]1[C:3]([NH2:17])=[N:4][C:5]([O:8][CH2:9][C:10]2[CH:15]=[CH:14][C:13]([F:16])=[CH:12][CH:11]=2)=[N:6][CH:7]=1.CC([O-])(C)C.[K+].CC(O)(C)C.[N+:29]([C:32]1[CH:37]=[CH:36][CH:35]=[CH:34][C:33]=1[S:38]Cl)([O-:31])=[O:30].Cl. The catalyst is O. The product is [F:1][C:2]1[C:3]([NH:17][S:38][C:33]2[CH:34]=[CH:35][CH:36]=[CH:37][C:32]=2[N+:29]([O-:31])=[O:30])=[N:4][C:5]([O:8][CH2:9][C:10]2[CH:11]=[CH:12][C:13]([F:16])=[CH:14][CH:15]=2)=[N:6][CH:7]=1. The yield is 0.260. (3) The reactants are [Cl:1][C:2]1[CH:3]=[N:4][CH:5]=[CH:6][C:7]=1[CH:8]=[O:9].[BH4-].[Na+].O. The catalyst is CO. The product is [Cl:1][C:2]1[CH:3]=[N:4][CH:5]=[CH:6][C:7]=1[CH2:8][OH:9]. The yield is 0.960. (4) The reactants are [CH3:1][O:2][C:3]1[CH:4]=[C:5]([C:11]2[CH:16]=[CH:15][C:14]([C:17]3[C:21]4[CH2:22][C:23]5[S:24][CH:25]=[CH:26][C:27]=5[C:20]=4[N:19](COCC[Si](C)(C)C)[N:18]=3)=[CH:13][CH:12]=2)[CH:6]=[CH:7][C:8]=1[O:9][CH3:10].Cl. The yield is 0.800. The catalyst is CO. The product is [CH3:1][O:2][C:3]1[CH:4]=[C:5]([C:11]2[CH:12]=[CH:13][C:14]([C:17]3[C:21]4[CH2:22][C:23]5[S:24][CH:25]=[CH:26][C:27]=5[C:20]=4[NH:19][N:18]=3)=[CH:15][CH:16]=2)[CH:6]=[CH:7][C:8]=1[O:9][CH3:10]. (5) The reactants are [CH:1]1([NH:4][C:5]2[CH:6]=[C:7]([O:26][CH2:27][CH2:28][O:29][CH3:30])[CH:8]=[C:9]3[C:13]=2[N:12]([C:14]([O:16][C:17]([CH3:20])([CH3:19])[CH3:18])=[O:15])[CH:11]([C:21]([O:23][CH2:24][CH3:25])=[O:22])[CH2:10]3)[CH2:3][CH2:2]1.[N:31]1[CH:36]=[CH:35][CH:34]=[CH:33][C:32]=1[S:37](Cl)(=[O:39])=[O:38]. The catalyst is N1C=CC=CC=1. The product is [CH:1]1([N:4]([S:37]([C:32]2[CH:33]=[CH:34][CH:35]=[CH:36][N:31]=2)(=[O:39])=[O:38])[C:5]2[CH:6]=[C:7]([O:26][CH2:27][CH2:28][O:29][CH3:30])[CH:8]=[C:9]3[C:13]=2[N:12]([C:14]([O:16][C:17]([CH3:19])([CH3:18])[CH3:20])=[O:15])[CH:11]([C:21]([O:23][CH2:24][CH3:25])=[O:22])[CH2:10]3)[CH2:2][CH2:3]1. The yield is 0.670. (6) The reactants are [CH3:1][N:2]([CH3:11])[C:3]1[CH:8]=[CH:7][CH:6]=[C:5]([CH2:9][CH3:10])[CH:4]=1.[ClH:12].[N:13]([O-])=O.[Na+]. The catalyst is O.C(OCC)C.C(O)C.[Fe]. The product is [ClH:12].[ClH:12].[CH3:1][N:2]([CH3:11])[C:3]1[CH:8]=[CH:7][C:6]([NH2:13])=[C:5]([CH2:9][CH3:10])[CH:4]=1. The yield is 0.600. (7) The reactants are Br[C:2]1[CH:3]=[C:4]([NH:11][S:12]([C:15]2[CH:20]=[CH:19][C:18]([OH:21])=[C:17]([CH3:22])[CH:16]=2)(=[O:14])=[O:13])[C:5]([O:8][CH2:9][CH3:10])=[N:6][CH:7]=1.[B:23]1([B:23]2[O:27][C:26]([CH3:29])([CH3:28])[C:25]([CH3:31])([CH3:30])[O:24]2)[O:27][C:26]([CH3:29])([CH3:28])[C:25]([CH3:31])([CH3:30])[O:24]1.C([O-])(=O)C.[K+]. The catalyst is O1CCOCC1. The product is [CH2:9]([O:8][C:5]1[C:4]([NH:11][S:12]([C:15]2[CH:20]=[CH:19][C:18]([OH:21])=[C:17]([CH3:22])[CH:16]=2)(=[O:14])=[O:13])=[CH:3][C:2]([B:23]2[O:27][C:26]([CH3:29])([CH3:28])[C:25]([CH3:31])([CH3:30])[O:24]2)=[CH:7][N:6]=1)[CH3:10]. The yield is 0.440. (8) The reactants are [CH:1]([C:3]1[C:4]([NH:11][C:12]2[CH:13]=[C:14]([NH:18][C:19](=[O:25])[O:20][C:21]([CH3:24])([CH3:23])[CH3:22])[CH:15]=[CH:16][CH:17]=2)=[N:5][C:6]([S:9][CH3:10])=[N:7][CH:8]=1)=[O:2].[CH2:26]1COCC1.C[Mg]Br.[NH4+].[Cl-]. The catalyst is CCOCC. The product is [OH:2][CH:1]([C:3]1[C:4]([NH:11][C:12]2[CH:13]=[C:14]([NH:18][C:19](=[O:25])[O:20][C:21]([CH3:22])([CH3:24])[CH3:23])[CH:15]=[CH:16][CH:17]=2)=[N:5][C:6]([S:9][CH3:10])=[N:7][CH:8]=1)[CH3:26]. The yield is 0.890. (9) The reactants are [F:1][C:2]1[CH:7]=[C:6]([F:8])[CH:5]=[CH:4][C:3]=1I.[CH3:10][O:11][C:12]([C:14]1[CH:19]=[CH:18][C:17](B(O)O)=[CH:16][CH:15]=1)=[O:13].[F-].[Cs+]. The catalyst is COCCOC.C1C=CC(P(C2C=CC=CC=2)[C-]2C=CC=C2)=CC=1.C1C=CC(P(C2C=CC=CC=2)[C-]2C=CC=C2)=CC=1.Cl[Pd]Cl.[Fe+2]. The product is [CH3:10][O:11][C:12]([C:14]1[CH:19]=[CH:18][C:17]([C:3]2[CH:4]=[CH:5][C:6]([F:8])=[CH:7][C:2]=2[F:1])=[CH:16][CH:15]=1)=[O:13]. The yield is 0.850. (10) The catalyst is C(Cl)Cl. The reactants are [CH3:1][C@H:2]1[CH2:7][O:6][CH2:5][CH2:4][N:3]1[C:8]1[N:16]=[C:15]2[C:11]([N:12]=[CH:13][NH:14]2)=[C:10]([N:17]2[CH2:22][CH2:21][O:20][CH2:19][C@H:18]2[CH3:23])[N:9]=1.[Br:24]Br.[O-]S([O-])(=S)=O.[Na+].[Na+]. The yield is 0.460. The product is [Br:24][C:13]1[NH:14][C:15]2[C:11]([N:12]=1)=[C:10]([N:17]1[CH2:22][CH2:21][O:20][CH2:19][C@H:18]1[CH3:23])[N:9]=[C:8]([N:3]1[CH2:4][CH2:5][O:6][CH2:7][C@@H:2]1[CH3:1])[N:16]=2.